From a dataset of Reaction yield outcomes from USPTO patents with 853,638 reactions. Predict the reaction yield, written as a fraction of the theoretical maximum amount of product (1.0 means a 100% yield; for example, 0.34 means a 34% yield). (1) The reactants are [NH:1]1[CH2:5][CH2:4][C@@H:3]2[CH2:6][N:7]([C:9]3[CH:10]=[C:11]([CH2:16][C:17]#[N:18])[C:12]([Br:15])=[N:13][CH:14]=3)[CH2:8][C@H:2]12.[C:19]([OH:26])(=[O:25])/[CH:20]=[CH:21]/[C:22]([OH:24])=[O:23]. The catalyst is CO.C(OCC)C. The product is [C:19]([OH:26])(=[O:25])/[CH:20]=[CH:21]/[C:22]([OH:24])=[O:23].[NH:1]1[CH2:5][CH2:4][C@@H:3]2[CH2:6][N:7]([C:9]3[CH:10]=[C:11]([CH2:16][C:17]#[N:18])[C:12]([Br:15])=[N:13][CH:14]=3)[CH2:8][C@H:2]12. The yield is 0.150. (2) The reactants are [NH2:1][CH:2]1[CH2:11][C:10]2[C:5](=[N:6][CH:7]=[CH:8][CH:9]=2)[NH:4][C:3]1=[O:12].[C:13]([O:17][C:18](=[O:40])[NH:19][C@H:20]([CH2:32][C:33]1[CH:38]=[CH:37][CH:36]=[CH:35][C:34]=1[F:39])[CH2:21][C:22](ON1C(=O)CCC1=O)=[O:23])([CH3:16])([CH3:15])[CH3:14].C(N(CC)CC)C. The catalyst is O1CCOCC1. The product is [C:13]([O:17][C:18](=[O:40])[NH:19][C@H:20]([CH2:32][C:33]1[CH:38]=[CH:37][CH:36]=[CH:35][C:34]=1[F:39])[CH2:21][C:22](=[O:23])[NH:1][CH:2]1[CH2:11][C:10]2[C:5](=[N:6][CH:7]=[CH:8][CH:9]=2)[NH:4][C:3]1=[O:12])([CH3:16])([CH3:14])[CH3:15]. The yield is 0.590.